From a dataset of Experimentally validated miRNA-target interactions with 360,000+ pairs, plus equal number of negative samples. Binary Classification. Given a miRNA mature sequence and a target amino acid sequence, predict their likelihood of interaction. (1) The miRNA is hsa-miR-6720-5p with sequence UUCCAGCCCUGGUAGGCGCCGCG. The protein sequence of the target gene is MDQPAGGTGKLRASAGEDDSMELSTCQELLHRLRELEAENSALAQANENQRETYERCLDEVANHVVQALLNQKDLREECIKLKKRVFDLERQNQVLSALLQQKLQLTANSLPQIPLTPLQPPSERPTSPAPNVSEGPATSLPSGLCAGQREVCWEQQLRPGGPGPPATPPPALDALSPFLRKKAQILEVLRALEETDPLLLCSPATPWRPTGQGPGSPEPINGEPCGPPQPEPSPWAPYLLLGPGSLGALLHWERVLGGPGEEEGIRQPWASSRAPPSAQGPSSGPHCAPGSSSSSSSDE.... Result: 0 (no interaction). (2) The miRNA is hsa-miR-6720-5p with sequence UUCCAGCCCUGGUAGGCGCCGCG. The protein sequence of the target gene is MRVGTWICLPGRPGRCRKQHDLGNCPEVPGIFKTLALSPGAPDMMQQPRVETDTIGAGEGPQQAVPWSAWVTRHGWVRWWVSHMPPSWIQWWSTSNWRQPLQRLLWGLEGILYLLLALMLCHALFTTGSHLLSSLWPVVAAVWRHLLPALLLLVLSALPALLFTASFLLLFSTLLSLVGLLTSMTHPGDTQDLDQ. Result: 1 (interaction). (3) The protein sequence of the target gene is MKVISLFILVGFIGEFQSFSSASSPVNCQWDFYAPWSECNGCTKTQTRRRSVAVYGQYGGQPCVGNAFETQSCEPTRGCPTEEGCGERFRCFSGQCISKSLVCNGDSDCDEDSADEDRCEDSERRPSCDIDKPPPNIELTGNGYNELTGQFRNRVINTKSFGGQCRKVFSGDGKDFYRLSGNVLSYTFQVKINNDFNYEFYNSTWSYVKHTSTEHTSSSRKRSFFRSSSSSSRSYTSHTNEIHKGKSYQLLVVENTVEVAQFINNNPEFLQLAEPFWKELSHLPSLYDYSAYRRLIDQYG.... Result: 1 (interaction). The miRNA is hsa-miR-4649-3p with sequence UCUGAGGCCUGCCUCUCCCCA. (4) The miRNA is hsa-miR-4292 with sequence CCCCUGGGCCGGCCUUGG. The protein sequence of the target gene is MVKLLPAQEAAKIYHTNYVRNSRAVGVMWGTLTICFSVLVMALFIQPYWIGDSVNTPQAGYFGLFSYCVGNVLSSELICKGGPLDFSSIPSRAFKTAMFFVALGMFLIIGSIICFSLFFICNTATVYKICAWMQLAAATGLMIGCLVYPDGWDSSEVRRMCGEQTGKYTLGHCTIRWAFMLAILSIGDALILSFLAFVLGYRQDKLLPDDYKADGTEEV. Result: 0 (no interaction). (5) The miRNA is gga-let-7i with sequence UGAGGUAGUAGUUUGUGCUGU. The protein sequence of the target gene is MDYDFKVKLSSERERVEDLFEYEGCKVGRGTYGHVYKAKRKDGKDDKDYALKQIEGTGISMSACREIALLRELKHPNVISLLKVFLSHADRKVWLLFDYAEHDLWHIIKFHRASKANKKPVQLPRGMVKSLLYQILDGIHYLHANWVLHRDLKPANILVMGEGPERGRVKIADMGFARLFNSPLKPLADLDPVVVTFWYRAPELLLGARHYTKAIDIWAIGCIFAELLTSEPIFHCRQEDIKTSNPYHHDQLDRIFNVMGFPADKDWEDIKKMPEHSTLMKDFRRNTYTNCSLIKYMEKH.... Result: 0 (no interaction). (6) The miRNA is hsa-miR-8082 with sequence UGAUGGAGCUGGGAAUACUCUG. The protein sequence of the target gene is MAAGPIRVVLVLLGVLSVCAASGHGSVAEREAGGEAEWAEPWDGAVFRPPSALGAVGVTRSSGTPRPGREEAGDLPVLLWWSPGLFPHFPGDSERIECARGACVASRNRRALRDSRTRALLFYGTDFRASAAPLPRLAHQSWALLHEESPLNNFLLSHGPGIRLFNLTSTFSRHSDYPLSLQWLPGTAYLRRPVPPPMERAEWRRRGYAPLLYLQSHCDVPADRDRYVRELMRHIPVDSYGKCLQNRELPTARLQDTATATTEDPELLAFLSRYKFHLALENAICNDYMTEKLWRPMHLG.... Result: 1 (interaction). (7) The miRNA is mmu-miR-582-3p with sequence UAACCUGUUGAACAACUGAAC. The protein sequence of the target gene is MSSAIERKSLDPSEEPVDEVLQIPPSLLTCGGCQQNIGDRYFLKAIDQYWHEDCLSCDLCGCRLGEVGRRLYYKLGRKLCRRDYLRLFGQDGLCASCDKRIRAYEMTMRVKDKVYHLECFKCAACQKHFCVGDRYLLINSDIVCEQDIYEWTKINGMI. Result: 0 (no interaction). (8) The miRNA is hsa-miR-4723-5p with sequence UGGGGGAGCCAUGAGAUAAGAGCA. The protein sequence of the target gene is MPKVKALQCALALEISSVTCPGVVLKDKEDIYLSICVFGQYKKTQCVPATFPLVFNARMVFEKVFPDAVDPGDVVTQLEYDTAVFELIQLVPPVGETLSTYDENTRDFMFPGPNQMSGHHDSNRQVTMRRISGLRGNAPRLEFSTTSVITECLISSRKCHTQDKFIYHLAPVEKSHGRLQNRTSRSQKKKSKSPERSKYCINAKNYEQPTISSKSHSPSPYTKRRMCELSEDTRRRLAHLNLGPYEFKKETDKPPFVIRHVDPPSPRADTLLGSSGRDCERDGWSRVHNDHSHLGCCRPK.... Result: 1 (interaction). (9) The miRNA is hsa-miR-484 with sequence UCAGGCUCAGUCCCCUCCCGAU. The protein sequence of the target gene is MGLARALRRLSGALDSGDSRAGDEEEAGPGLCRNGWAPAPVQSPVGRRRGRFVKKDGHCNVRFVNLGGQGARYLSDLFTTCVDVRWRWMCLLFSCSFLASWLLFGLAFWLIASLHGDLAAPPPPAPCFSHVASFLAAFLFALETQTSIGYGVRSVTEECPAAVAAVVLQCIAGCVLDAFVVGAVMAKMAKPKKRNETLVFSENAVVALRDHRLCLMWRVGNLRRSHLVEAHVRAQLLQPRVTPEGEYIPLDHQDVDVGFDGGTDRIFLVSPITIVHEIDSASPLYELGRAELARADFELV.... Result: 1 (interaction). (10) The miRNA is hsa-miR-582-5p with sequence UUACAGUUGUUCAACCAGUUACU. The protein sequence of the target gene is MAATEDERLAGSGEGERLDFLRDRHVRFFQRCLQVLPERYSSLETSRLTIAFFALSGLDMLDSLDVVNKDDIIEWIYSLQVLPTEDRSNLNRCGFRGSSYLGIPFNPSKAPGTAHPYDSGHIAMTYTGLSCLVILGDDLSRVNKEACLAGLRALQLEDGSFCAVPEGSENDMRFVYCASCICYMLNNWSGMDMKKAITYIRRSMSYDNGLAQGAGLESHGGSTFCGIASLCLMGKLEEVFSEKELNRIKRWCIMRQQNGYHGRPNKPVDTCYSFWVGATLKLLKIFQYTNFEKNRNYILS.... Result: 1 (interaction).